From a dataset of Full USPTO retrosynthesis dataset with 1.9M reactions from patents (1976-2016). Predict the reactants needed to synthesize the given product. (1) Given the product [CH3:1][O:2][C:3]([CH:5]1[CH2:9][CH:8]([NH2:10])[CH2:7][N:6]1[C:13]([O:15][C:16]([CH3:19])([CH3:18])[CH3:17])=[O:14])=[O:4], predict the reactants needed to synthesize it. The reactants are: [CH3:1][O:2][C:3]([CH:5]1[CH2:9][CH:8]([N:10]=[N+]=[N-])[CH2:7][N:6]1[C:13]([O:15][C:16]([CH3:19])([CH3:18])[CH3:17])=[O:14])=[O:4]. (2) Given the product [NH2:23][C:18]([CH2:17][CH2:16][C:13]1[CH:14]=[CH:15][C:10]([O:9][C:8]2[CH:27]=[CH:28][C:5]([CH2:1][CH2:2][CH2:3][CH3:4])=[CH:6][CH:7]=2)=[CH:11][CH:12]=1)([CH2:21][OH:22])[CH2:19][OH:20], predict the reactants needed to synthesize it. The reactants are: [CH2:1]([C:5]1[CH:28]=[CH:27][C:8]([O:9][C:10]2[CH:15]=[CH:14][C:13]([CH2:16][CH2:17][C:18]([NH:23]C(=O)C)([CH2:21][OH:22])[CH2:19][OH:20])=[CH:12][CH:11]=2)=[CH:7][CH:6]=1)[CH2:2][CH2:3][CH3:4].[OH-].[Na+]. (3) Given the product [CH:24]([N:20]([CH:21]([CH3:23])[CH3:22])[CH2:19][CH2:18][C@@H:17]([C:10]1[CH:11]=[C:12]([CH2:15][OH:16])[CH:13]=[CH:14][C:9]=1[OH:8])[C:27]1[CH:32]=[CH:31][CH:30]=[CH:29][CH:28]=1)([CH3:26])[CH3:25], predict the reactants needed to synthesize it. The reactants are: C([O:8][C:9]1[CH:14]=[CH:13][C:12]([CH2:15][OH:16])=[CH:11][C:10]=1[C@@H:17]([C:27]1[CH:32]=[CH:31][CH:30]=[CH:29][CH:28]=1)[CH2:18][CH2:19][N:20]([CH:24]([CH3:26])[CH3:25])[CH:21]([CH3:23])[CH3:22])C1C=CC=CC=1. (4) Given the product [N:16]1[CH:21]=[CH:20][C:19](/[CH:2]=[CH:3]/[C:4]#[C:5][C:6]2[CH:15]=[CH:14][C:9]([C:10]([O:12][CH3:13])=[O:11])=[CH:8][CH:7]=2)=[CH:18][CH:17]=1, predict the reactants needed to synthesize it. The reactants are: Cl/[CH:2]=[CH:3]/[C:4]#[C:5][C:6]1[CH:15]=[CH:14][C:9]([C:10]([O:12][CH3:13])=[O:11])=[CH:8][CH:7]=1.[N:16]1[CH:21]=[CH:20][C:19](B(O)O)=[CH:18][CH:17]=1.[O-]P([O-])([O-])=O.[K+].[K+].[K+]. (5) Given the product [Cl:1][C:2]1[C:10]2[N:9]=[C:8]3[N:11]([C:15]4[CH:20]=[CH:19][C:18]([Cl:21])=[CH:17][C:16]=4[Cl:22])[CH2:12][CH2:13][CH2:14][N:7]3[C:6]=2[C:5]([C:23]([OH:25])([CH2:33][CH2:34][CH3:35])[CH2:27][CH2:28][CH3:29])=[CH:4][CH:3]=1, predict the reactants needed to synthesize it. The reactants are: [Cl:1][C:2]1[CH:3]=[CH:4][C:5]([C:23]([O:25]C)=O)=[C:6]2[C:10]=1[N:9]=[C:8]1[N:11]([C:15]3[CH:20]=[CH:19][C:18]([Cl:21])=[CH:17][C:16]=3[Cl:22])[CH2:12][CH2:13][CH2:14][N:7]21.[CH2:27]([Mg]Br)[CH2:28][CH3:29].O1C[CH2:35][CH2:34][CH2:33]1.